This data is from Catalyst prediction with 721,799 reactions and 888 catalyst types from USPTO. The task is: Predict which catalyst facilitates the given reaction. (1) Product: [Cl:17][C:18]1[CH:23]=[C:22]([O:8][C:5]2[CH:6]=[CH:7][C:2]([NH2:1])=[C:3]([F:10])[C:4]=2[F:9])[CH:21]=[CH:20][N:19]=1. Reactant: [NH2:1][C:2]1[CH:7]=[CH:6][C:5]([OH:8])=[C:4]([F:9])[C:3]=1[F:10].CC(C)([O-])C.[K+].[Cl:17][C:18]1[CH:23]=[C:22](Cl)[CH:21]=[CH:20][N:19]=1. The catalyst class is: 44. (2) Reactant: [P:1]([O:9][CH2:10][C@H:11]1[O:15][C@@H:14]([N:16]2[C:26]3[N:25]=[C:23]([NH2:24])[NH:22][C:20](=[O:21])[C:19]=3[N:18]=[CH:17]2)[C@H:13]([OH:27])[CH2:12]1)([O:4][P:5]([OH:8])([OH:7])=[O:6])(=[O:3])[OH:2].[CH3:28]S(C)=O.CN(C=O)C.CI. Product: [P:1]([O:9][CH2:10][C@H:11]1[O:15][C@@H:14]([N:16]2[C:26]3[N:25]=[C:23]([NH2:24])[NH:22][C:20](=[O:21])[C:19]=3[N:18]([CH3:28])[CH2:17]2)[C@H:13]([OH:27])[CH2:12]1)([O:4][P:5]([OH:7])([OH:8])=[O:6])(=[O:2])[OH:3]. The catalyst class is: 6. (3) Reactant: Br[C:2]1[S:6][C:5]([C:7]([O:9][CH2:10][CH3:11])=[O:8])=[C:4]([CH3:12])[CH:3]=1.BrC1C(C)=C(C(OCC)=O)SC=1.[Cu](C#N)[C:26]#[N:27]. Product: [C:26]([C:2]1[S:6][C:5]([C:7]([O:9][CH2:10][CH3:11])=[O:8])=[C:4]([CH3:12])[CH:3]=1)#[N:27]. The catalyst class is: 9. (4) Reactant: [F:1][B-:2]([F:5])([F:4])[F:3].C([O+](CC)CC)C.[Br-].[CH2:14]([N+:18]1[CH:23]=[CH:22][CH:21]=[CH:20][CH:19]=1)[CH2:15][CH2:16][CH3:17]. Product: [F:1][B-:2]([F:5])([F:4])[F:3].[CH2:14]([N+:18]1[CH:23]=[CH:22][CH:21]=[CH:20][CH:19]=1)[CH2:15][CH2:16][CH3:17]. The catalyst class is: 4.